Dataset: Reaction yield outcomes from USPTO patents with 853,638 reactions. Task: Predict the reaction yield, written as a fraction of the theoretical maximum amount of product (1.0 means a 100% yield; for example, 0.34 means a 34% yield). (1) The reactants are [Cl:1][C:2]1[CH:7]=[CH:6][C:5]([CH:8]2[CH2:13][CH2:12][N:11]([C:14](=[O:31])[C@H:15]([NH:19][C:20]3[NH:24][N:23]=[C:22]([C:25]4[CH:30]=[CH:29][CH:28]=[CH:27][CH:26]=4)[N:21]=3)[CH:16]([CH3:18])[CH3:17])[CH2:10][CH2:9]2)=[CH:4][CH:3]=1.[CH3:32]NN. The catalyst is C1COCC1. The product is [Cl:1][C:2]1[CH:3]=[CH:4][C:5]([CH:8]2[CH2:13][CH2:12][N:11]([C:14](=[O:31])[C@H:15]([NH:19][C:20]3[N:24]([CH3:32])[N:23]=[C:22]([C:25]4[CH:26]=[CH:27][CH:28]=[CH:29][CH:30]=4)[N:21]=3)[CH:16]([CH3:18])[CH3:17])[CH2:10][CH2:9]2)=[CH:6][CH:7]=1. The yield is 0.470. (2) The reactants are [F-].[K+].I[C:4]1[C:9]([OH:10])=[CH:8][CH:7]=[C:6]([CH3:11])[N:5]=1.[F:12][C:13]([Si](C)(C)C)([F:15])[F:14].N. The catalyst is [Cu](I)I.CN1CCCC1=O. The product is [CH3:11][C:6]1[N:5]=[C:4]([C:13]([F:15])([F:14])[F:12])[C:9]([OH:10])=[CH:8][CH:7]=1. The yield is 0.440. (3) The catalyst is CN1C(=O)CCC1. The reactants are F[C:2]1[C:7]([F:8])=[CH:6][C:5]([I:9])=[CH:4][N:3]=1.N1C=CC=CC=1.[NH2:16][CH2:17][C:18]([CH3:21])([OH:20])[CH3:19]. The yield is 0.917. The product is [F:8][C:7]1[C:2]([NH:16][CH2:17][C:18]([CH3:21])([OH:20])[CH3:19])=[N:3][CH:4]=[C:5]([I:9])[CH:6]=1. (4) The reactants are Cl[C:2]1[CH:7]=[CH:6][N:5]2[N:8]=[CH:9][CH:10]=[C:4]2[N:3]=1.[F:11][C:12]1[CH:17]=[CH:16][C:15]([F:18])=[CH:14][C:13]=1[C@H:19]1[CH2:23][CH2:22][CH2:21][NH:20]1.[F-].[K+].O. The catalyst is CS(C)=O. The product is [F:11][C:12]1[CH:17]=[CH:16][C:15]([F:18])=[CH:14][C:13]=1[C@H:19]1[CH2:23][CH2:22][CH2:21][N:20]1[C:2]1[CH:7]=[CH:6][N:5]2[N:8]=[CH:9][CH:10]=[C:4]2[N:3]=1. The yield is 0.740. (5) The reactants are C(O[C:9]1[CH:14]=[CH:13][CH:12]=[CH:11][C:10]=1[C:15]1[CH:24]=[CH:23][C:22]([N+:25]([O-])=O)=[CH:21][C:16]=1[C:17]([O:19]C)=[O:18])C1C=CC=CC=1. The catalyst is CO.O1CCCC1.[Pd]. The product is [NH2:25][C:22]1[CH:23]=[CH:24][C:15]2[C:10]3[C:9](=[CH:14][CH:13]=[CH:12][CH:11]=3)[O:19][C:17](=[O:18])[C:16]=2[CH:21]=1. The yield is 0.730. (6) The product is [Br:1][C:2]1[CH:3]=[N:4][CH:5]=[CH:6][C:7]=1[N:9]1[CH2:17][CH2:16][CH:12]([C:13]([NH2:15])=[O:14])[CH2:11][CH2:10]1. The reactants are [Br:1][C:2]1[CH:3]=[N:4][CH:5]=[CH:6][C:7]=1Cl.[NH:9]1[CH2:17][CH2:16][CH:12]([C:13]([NH2:15])=[O:14])[CH2:11][CH2:10]1.C(N(CC)CC)C. The yield is 0.330. No catalyst specified. (7) The reactants are Br[CH:2]1[CH2:8][CH2:7][O:6][C:5]2[CH:9]=[CH:10][C:11]([Br:13])=[CH:12][C:4]=2[C:3]1=O.[C:15]([NH2:22])(=[S:21])[C:16]([O:18][CH2:19][CH3:20])=[O:17]. The catalyst is C(O)C. The product is [CH2:19]([O:18][C:16]([C:15]1[S:21][C:2]2[CH2:8][CH2:7][O:6][C:5]3[CH:9]=[CH:10][C:11]([Br:13])=[CH:12][C:4]=3[C:3]=2[N:22]=1)=[O:17])[CH3:20]. The yield is 0.690. (8) The reactants are [F:1][C:2]1[CH:10]=[C:6]([C:7]([OH:9])=O)[C:5]([OH:11])=[CH:4][CH:3]=1.[Cl:12][C:13]1[CH:14]=[C:15]([CH:17]=[C:18]([Cl:20])[CH:19]=1)[NH2:16]. No catalyst specified. The product is [Cl:12][C:13]1[CH:14]=[C:15]([NH:16][C:7](=[O:9])[C:6]2[CH:10]=[C:2]([F:1])[CH:3]=[CH:4][C:5]=2[OH:11])[CH:17]=[C:18]([Cl:20])[CH:19]=1. The yield is 0.333. (9) The reactants are FC(F)(F)C(O)=O.[NH2:8][CH2:9][CH2:10][C:11]1[C:12]([C:16]2[N:20]([C:21]3[CH:26]=[CH:25][C:24]([F:27])=[C:23]([Cl:28])[CH:22]=3)C(=O)[O:18][N:17]=2)=[N:13][O:14][N:15]=1.[CH3:30][S:31](Cl)(=[O:33])=[O:32]. The catalyst is C(Cl)Cl. The product is [Cl:28][C:23]1[CH:22]=[C:21]([NH:20][C:16]([C:12]2[C:11]([CH2:10][CH2:9][NH:8][S:31]([CH3:30])(=[O:33])=[O:32])=[N:15][O:14][N:13]=2)=[N:17][OH:18])[CH:26]=[CH:25][C:24]=1[F:27]. The yield is 0.783.